Dataset: Full USPTO retrosynthesis dataset with 1.9M reactions from patents (1976-2016). Task: Predict the reactants needed to synthesize the given product. Given the product [ClH:15].[CH3:36][N:21]1[C:22]([C:25]2[CH:34]=[CH:33][CH:32]=[C:31]3[C:26]=2[CH:27]=[CH:28][C:29]([CH3:35])=[N:30]3)=[N:23][N:24]=[C:20]1[S:19][CH2:18][CH2:17][CH2:16][N:11]1[CH2:10][CH2:9][C:8]2[CH:14]=[C:4]3[N:3]=[CH:2][O:1][C:5]3=[CH:6][C:7]=2[CH2:13][CH2:12]1, predict the reactants needed to synthesize it. The reactants are: [O:1]1[C:5]2=[CH:6][C:7]3[CH2:13][CH2:12][NH:11][CH2:10][CH2:9][C:8]=3[CH:14]=[C:4]2[N:3]=[CH:2]1.[Cl:15][CH2:16][CH2:17][CH2:18][S:19][C:20]1[N:21]([CH3:36])[C:22]([C:25]2[CH:34]=[CH:33][CH:32]=[C:31]3[C:26]=2[CH:27]=[CH:28][C:29]([CH3:35])=[N:30]3)=[N:23][N:24]=1.